This data is from TCR-epitope binding with 47,182 pairs between 192 epitopes and 23,139 TCRs. The task is: Binary Classification. Given a T-cell receptor sequence (or CDR3 region) and an epitope sequence, predict whether binding occurs between them. (1) The epitope is AVFDRKSDAK. The TCR CDR3 sequence is CASSIQTGGTEAFF. Result: 1 (the TCR binds to the epitope). (2) The epitope is FTYASALWEI. The TCR CDR3 sequence is CASSYSPEVGEQYF. Result: 0 (the TCR does not bind to the epitope). (3) The epitope is GLCTLVAML. The TCR CDR3 sequence is CASSQLIPGLLYGYTF. Result: 1 (the TCR binds to the epitope). (4) The epitope is MMISAGFSL. The TCR CDR3 sequence is CASSRGQGLTKPQHF. Result: 0 (the TCR does not bind to the epitope). (5) The epitope is TLIGDCATV. The TCR CDR3 sequence is CASSGRGNEQFF. Result: 1 (the TCR binds to the epitope). (6) The epitope is FIAGLIAIV. The TCR CDR3 sequence is CASSLGWGPNEQYF. Result: 0 (the TCR does not bind to the epitope). (7) The epitope is KAYNVTQAF. The TCR CDR3 sequence is CASSQGQGHTEAFF. Result: 1 (the TCR binds to the epitope).